This data is from Rat liver microsome stability data. The task is: Regression/Classification. Given a drug SMILES string, predict its absorption, distribution, metabolism, or excretion properties. Task type varies by dataset: regression for continuous measurements (e.g., permeability, clearance, half-life) or binary classification for categorical outcomes (e.g., BBB penetration, CYP inhibition). Dataset: rlm. (1) The drug is COC(=O)N(CCN1[C@@H]2CC[C@H]1C[C@@H](c1cccc(C(N)=O)c1)C2)CC1CCCCC1. The result is 1 (stable in rat liver microsomes). (2) The compound is CNC(=O)c1ccc(C)c(-n2c(C)cc(OCc3ccc(F)cc3F)c(Br)c2=O)c1. The result is 0 (unstable in rat liver microsomes). (3) The compound is COC(=O)Nc1ccc2c(c1)N[C@@H](C(F)(F)F)CCCC[C@H](NC(=O)C=Cc1cc(Cl)ccc1-n1cnnn1)c1nc-2c[nH]1. The result is 1 (stable in rat liver microsomes).